This data is from Full USPTO retrosynthesis dataset with 1.9M reactions from patents (1976-2016). The task is: Predict the reactants needed to synthesize the given product. (1) Given the product [CH3:1][C:2]1[CH:3]=[C:4]([CH2:5][N:6]2[CH:10]([C:11]([F:12])([F:13])[F:14])[NH:9][C:8]([C:15]([F:21])([F:20])[C:16]([F:17])([F:18])[F:19])=[N:7]2)[CH:22]=[CH:23][C:24]=1[NH2:25], predict the reactants needed to synthesize it. The reactants are: [CH3:1][C:2]1[CH:3]=[C:4]([CH:22]=[CH:23][C:24]=1[N+:25]([O-])=O)[CH2:5][N:6]1[CH:10]([C:11]([F:14])([F:13])[F:12])[NH:9][C:8]([C:15]([F:21])([F:20])[C:16]([F:19])([F:18])[F:17])=[N:7]1. (2) Given the product [CH3:26][O:25][C:23](=[O:24])[C:22]1[CH:27]=[CH:28][C:19]([O:16][CH2:15][C:14]2[C:10]([C:7]3[CH:6]=[CH:5][C:4]([F:3])=[CH:9][CH:8]=3)=[N:11][O:12][C:13]=2[CH3:17])=[N:20][CH:21]=1, predict the reactants needed to synthesize it. The reactants are: [H-].[Na+].[F:3][C:4]1[CH:9]=[CH:8][C:7]([C:10]2[C:14]([CH2:15][OH:16])=[C:13]([CH3:17])[O:12][N:11]=2)=[CH:6][CH:5]=1.Cl[C:19]1[CH:28]=[CH:27][C:22]([C:23]([O:25][CH3:26])=[O:24])=[CH:21][N:20]=1.[Cl-].[Na+]. (3) Given the product [CH3:23][C:13]1[S:14][C:15]([C:16]2[CH:17]=[C:18]([CH3:22])[CH:19]=[CH:20][CH:21]=2)=[C:11]([C:9]([N:8]2[CH2:7][C@@H:6]3[C@@H:4]([CH2:5]3)[C@H:3]2[CH2:2][NH:1][C:33]([C:26]2[CH:25]=[N:24][N:28]3[CH:29]=[CH:30][CH:31]=[N:32][C:27]=23)=[O:34])=[O:10])[N:12]=1, predict the reactants needed to synthesize it. The reactants are: [NH2:1][CH2:2][C@H:3]1[N:8]([C:9]([C:11]2[N:12]=[C:13]([CH3:23])[S:14][C:15]=2[C:16]2[CH:17]=[C:18]([CH3:22])[CH:19]=[CH:20][CH:21]=2)=[O:10])[CH2:7][C@@H:6]2[C@H:4]1[CH2:5]2.[N:24]1[N:28]2[CH:29]=[CH:30][CH:31]=[N:32][C:27]2=[C:26]([C:33](O)=[O:34])[CH:25]=1. (4) Given the product [F:1][C:2]1[CH:7]=[CH:6][C:5]([F:8])=[CH:4][C:3]=1[CH:9]=[CH:10][C:11]([NH:13][C@H:14]([C:26]([OH:28])=[O:27])[CH2:15][C:16]1[C:24]2[C:19](=[CH:20][CH:21]=[CH:22][CH:23]=2)[N:18]([CH3:25])[CH:17]=1)=[O:12], predict the reactants needed to synthesize it. The reactants are: [F:1][C:2]1[CH:7]=[CH:6][C:5]([F:8])=[CH:4][C:3]=1[CH:9]=[CH:10][C:11]([NH:13][C@H:14]([C:26]([O:28]C)=[O:27])[CH2:15][C:16]1[C:24]2[C:19](=[CH:20][CH:21]=[CH:22][CH:23]=2)[N:18]([CH3:25])[CH:17]=1)=[O:12].[OH-].[Na+].